From a dataset of Reaction yield outcomes from USPTO patents with 853,638 reactions. Predict the reaction yield, written as a fraction of the theoretical maximum amount of product (1.0 means a 100% yield; for example, 0.34 means a 34% yield). (1) The reactants are [CH:1]1[C:10]2[C:5](=[CH:6][CH:7]=[CH:8][CH:9]=2)[CH:4]=[CH:3][C:2]=1[CH:11]([C:13]1[CH:22]=[CH:21][C:20]2[C:15](=[CH:16][CH:17]=[CH:18][CH:19]=2)[CH:14]=1)[OH:12]. The catalyst is C(Cl)Cl.O=[Mn]=O. The product is [CH:14]1[C:15]2[C:20](=[CH:19][CH:18]=[CH:17][CH:16]=2)[CH:21]=[CH:22][C:13]=1[C:11]([C:2]1[CH:3]=[CH:4][C:5]2[C:10](=[CH:9][CH:8]=[CH:7][CH:6]=2)[CH:1]=1)=[O:12]. The yield is 0.990. (2) The reactants are C(OC(=O)CCCOC1C=CC=C(CCCCCCOC2C=C([C:33]3[CH:38]=[CH:37][C:36](F)=[C:35]([F:40])[CH:34]=3)C=C(C(=O)N(C)C)C=2)C=1CCC(OCC)=O)C.[CH2:49]([O:51][C:52](=[O:98])[CH2:53][CH2:54][CH2:55][O:56][C:57]1[CH:62]=[CH:61][CH:60]=[C:59]([CH2:63][CH2:64][CH2:65][CH2:66][CH2:67][CH2:68][O:69][C:70]2[CH:75]=[C:74]([C:76](=[O:89])[NH:77][CH2:78][C:79]3[CH:84]=[CH:83][CH:82]=[CH:81][C:80]=3[O:85][CH:86]([F:88])[F:87])[CH:73]=[C:72](Br)[CH:71]=2)[C:58]=1[CH2:91][CH2:92][C:93]([O:95][CH2:96][CH3:97])=[O:94])[CH3:50].FC1C=CC=CC=1B(O)O.C(=O)([O-])[O-].[Cs+].[Cs+]. The catalyst is COCCOC.C1C=CC(P(C2C=CC=CC=2)[C-]2C=CC=C2)=CC=1.C1C=CC(P(C2C=CC=CC=2)[C-]2C=CC=C2)=CC=1.Cl[Pd]Cl.[Fe+2]. The product is [CH2:49]([O:51][C:52](=[O:98])[CH2:53][CH2:54][CH2:55][O:56][C:57]1[CH:62]=[CH:61][CH:60]=[C:59]([CH2:63][CH2:64][CH2:65][CH2:66][CH2:67][CH2:68][O:69][C:70]2[CH:71]=[C:72]([C:36]3[CH:37]=[CH:38][CH:33]=[CH:34][C:35]=3[F:40])[CH:73]=[C:74]([C:76](=[O:89])[NH:77][CH2:78][C:79]3[CH:84]=[CH:83][CH:82]=[CH:81][C:80]=3[O:85][CH:86]([F:88])[F:87])[CH:75]=2)[C:58]=1[CH2:91][CH2:92][C:93]([O:95][CH2:96][CH3:97])=[O:94])[CH3:50]. The yield is 0.840. (3) The yield is 0.590. The product is [ClH:1].[Cl:1][C:2]1[CH:7]=[CH:6][C:5]([C:8]2[S:26][C:11]3[C:12](=[O:25])[N:13]([C:16]4[CH:21]=[CH:20][C:19]([O:22][CH2:34][CH2:35][N:36]5[CH2:40][CH2:39][CH2:38][CH2:37]5)=[C:18]([O:23][CH3:24])[CH:17]=4)[CH:14]=[CH:15][C:10]=3[CH:9]=2)=[CH:4][CH:3]=1. The reactants are [Cl:1][C:2]1[CH:7]=[CH:6][C:5]([C:8]2[S:26][CH:11]3[C:12](=[O:25])[N:13]([C:16]4[CH:21]=[CH:20][C:19]([OH:22])=[C:18]([O:23][CH3:24])[CH:17]=4)[CH:14]=[CH:15][CH:10]3[CH:9]=2)=[CH:4][CH:3]=1.C([O-])([O-])=O.[Cs+].[Cs+].Cl[CH2:34][CH2:35][N:36]1[CH2:40][CH2:39][CH2:38][CH2:37]1.Cl.CCO. The catalyst is C(#N)C.CCOC(C)=O.C(Cl)Cl. (4) The catalyst is C(Cl)(Cl)Cl. The product is [CH3:1][S:2]([CH2:3][C:4]1[N:9]=[C:8]([C:10]2[S:11][C:12]3[CH:20]=[CH:19][CH:18]=[CH:17][C:13]=3[C:14](=[O:16])[N:15]=2)[CH:7]=[CH:6][CH:5]=1)=[O:29]. The reactants are [CH3:1][S:2][CH2:3][C:4]1[N:9]=[C:8]([C:10]2[S:11][C:12]3[CH:20]=[CH:19][CH:18]=[CH:17][C:13]=3[C:14](=[O:16])[N:15]=2)[CH:7]=[CH:6][CH:5]=1.ClC1C=CC=C(C(OO)=[O:29])C=1. The yield is 0.500. (5) The reactants are [F:1][C:2]1[CH:32]=[CH:31][C:5]([O:6][C:7]2[CH:30]=[CH:29][C:10]([CH2:11][S:12][C:13]3[NH:14][CH:15]=[C:16]([CH2:20][C:21]4[CH:22]=[N:23][C:24]([O:27][CH3:28])=[N:25][CH:26]=4)[C:17](=[O:19])[N:18]=3)=[CH:9][CH:8]=2)=[CH:4][CH:3]=1.[CH3:33]CN(C(C)C)C(C)C.CI. The catalyst is C(Cl)Cl. The product is [F:1][C:2]1[CH:3]=[CH:4][C:5]([O:6][C:7]2[CH:30]=[CH:29][C:10]([CH2:11][S:12][C:13]3[N:14]([CH3:33])[CH:15]=[C:16]([CH2:20][C:21]4[CH:26]=[N:25][C:24]([O:27][CH3:28])=[N:23][CH:22]=4)[C:17](=[O:19])[N:18]=3)=[CH:9][CH:8]=2)=[CH:31][CH:32]=1. The yield is 0.291. (6) The reactants are [CH3:1][C:2]([O-:5])(C)C.[K+].ClC1C=CC(O[P@:13]([NH:36][C@@H:37]([CH3:43])[C:38]([O:40][CH2:41][CH3:42])=[O:39])([O:15][CH2:16][C@@H:17]2[C@@H:21]([OH:22])[C@:20]([F:24])([CH3:23])[C@H:19]([N:25]3[CH:33]=[N:32][C:31]4[C:26]3=[N:27][C:28]([NH2:35])=[N:29][C:30]=4N)[O:18]2)=[O:14])=CC=1. The catalyst is CS(C)=O. The product is [NH2:35][C:28]1[N:27]=[C:26]2[C:31]([N:32]=[CH:33][N:25]2[C@@H:19]2[O:18][C@H:17]3[C@@H:21]([O:22][P@:13]([NH:36][C@@H:37]([CH3:43])[C:38]([O:40][CH2:41][CH3:42])=[O:39])(=[O:14])[O:15][CH2:16]3)[C@:20]2([F:24])[CH3:23])=[C:30]([O:5][CH2:2][CH3:1])[N:29]=1. The yield is 0.170. (7) The reactants are C(OC(=O)[NH:7][CH:8]([C:11]([N:13]1[CH2:18][CH2:17][C:16]([C:39]2[CH:44]=[CH:43][CH:42]=[C:41]([F:45])[CH:40]=2)([CH2:19][CH2:20][N:21]2[CH:26]3[CH2:27][CH2:28][CH:22]2[CH2:23][CH:24]([N:29]2[C:33]4[CH:34]=[CH:35][CH:36]=[CH:37][C:32]=4[N:31]=[C:30]2[CH3:38])[CH2:25]3)[CH2:15][CH2:14]1)=[O:12])[CH2:9][CH3:10])(C)(C)C.Cl. No catalyst specified. The product is [NH2:7][CH:8]([CH2:9][CH3:10])[C:11]([N:13]1[CH2:18][CH2:17][C:16]([C:39]2[CH:44]=[CH:43][CH:42]=[C:41]([F:45])[CH:40]=2)([CH2:19][CH2:20][N:21]2[CH:26]3[CH2:27][CH2:28][CH:22]2[CH2:23][CH:24]([N:29]2[C:33]4[CH:34]=[CH:35][CH:36]=[CH:37][C:32]=4[N:31]=[C:30]2[CH3:38])[CH2:25]3)[CH2:15][CH2:14]1)=[O:12]. The yield is 0.990.